The task is: Binary Classification. Given a miRNA mature sequence and a target amino acid sequence, predict their likelihood of interaction.. This data is from Experimentally validated miRNA-target interactions with 360,000+ pairs, plus equal number of negative samples. (1) The miRNA is hsa-miR-26b-3p with sequence CCUGUUCUCCAUUACUUGGCU. The protein sequence of the target gene is MGNTVHRTLPDPSPPARLLATRPCCGPGPERRPVLGEAPRFHAQAKGKNVRLDGHSRRATRRNSFCNGVTFTQRPIRLYEQVRLRLVAVRPGWSGALRFGFTAHDPSLMSAQDIPKYACPDLVTRPGYWAKALPENLALRDTVLAYWADRHGRVFYSVNDGEPVLFHCGVAVGGPLWALIDVYGITDEVQLLESAFADTLTPARLSQARFSACLPPSSHDAANFDNNELENNQVVAKLGHLALGRAPGPPPADAAAAAIPCGPRERPRPASSPALLEADLRFHATRGPDVSLSADRKVAC.... Result: 1 (interaction). (2) Result: 1 (interaction). The miRNA is mmu-miR-3090-3p with sequence UCCCAGGUGACACCCUGACUCA. The protein sequence of the target gene is MEYPWDDLTLAFSRTSMFPFFDIAHYLVSVMALKQRPGAVAAAWNNPLASWLSAMLHCFGGGILSCMLLAESPLKFLTNHTNILLASSIWYIVFFCPRDLVSQGYSYQPIQFLAAGMKEVTRTWKIVGGVSDANSYYRNAWIVMIVVGWARGAGGAVVTACEQLLKGDWKPEGDEWLKMSFPCKITLLGSIMFTFQHTRHLAISKHDLMFLYTIFLVTIKVTMMMTKDTAVTLTPFEDTLTRMLFGRRQQQQFSSSEKKTEVKPSSNGSASSASKRGAEPSGGAKRHAKKED. (3) The miRNA is hsa-miR-16-5p with sequence UAGCAGCACGUAAAUAUUGGCG. The protein sequence of the target gene is MDEVEQDQHEARLKELFDSFDTTGTGSLGQEELTDLCHMLSLEEVAPVLQQTLLQDNLLGRVHFDQFKEALILILSRTLSNEEHFQEPDCSLEAQPKYVRGGKRYGRRSLPEFQESVEEFPEVTVIEPLDEEARPSHIPAGDCSEHWKTQRSEEYEAEGQLRFWNPDDLNASQSGSSPPQDWIEEKLQEVCEDLGITRDGHLNRKKLVSICEQYGLQNVDGEMLEEVFHNLDPDGTMSVEDFFYGLFKNGKSLTPSASTPYRQLKRHLSMQSFDESGRRTTTSSAMTSTIGFRVFSCLDD.... Result: 1 (interaction). (4) The miRNA is hsa-miR-30e-5p with sequence UGUAAACAUCCUUGACUGGAAG. The protein sequence of the target gene is MATPAVPVSAPPATPTPVPAAAPASVPAPTPAPAAAPVPAAAPASSSDPAAAAAATAAPGQTPASAQAPAQTPAPALPGPALPGPFPGGRVVRLHPVILASIVDSYERRNEGAARVIGTLLGTVDKHSVEVTNCFSVPHNESEDEVAVDMEFAKNMYELHKKVSPNELILGWYATGHDITEHSVLIHEYYSREAPNPIHLTVDTSLQNGRMSIKAYVSTLMGVPGRTMGVMFTPLTVKYAYYDTERIGVDLIMKTCFSPNRVIGLSSDLQQVGGASARIQDALSTVLQYAEDVLSGKVSA.... Result: 0 (no interaction). (5) The miRNA is gga-miR-128-3p with sequence UCACAGUGAACCGGUCUCUUU. The protein sequence of the target gene is MVPVLLILVGALATLQADLLNHKKFLLLPPVNFTIKATGLAQVLLHWDPNPDQEQRHVDLEYHVKINAPQEDEYDTRKTESKCVTPLHEGFAASVRTILKSSHTTLASSWVSAELKAPPGSPGTSVTNLTCTTHTVVSSHTHLRPYQVSLRCTWLVGKDAPEDTQYFLYYRFGVLTEKCQEYSRDALNRNTACWFPRTFINSKGFEQLAVHINGSSKRAAIKPFDQLFSPLAIDQVNPPRNVTVEIESNSLYIQWEKPLSAFPDHCFNYELKIYNTKNGHIQKEKLIANKFISKIDDVST.... Result: 0 (no interaction).